Predict the product of the given reaction. From a dataset of Forward reaction prediction with 1.9M reactions from USPTO patents (1976-2016). (1) The product is: [CH2:28]([C:26]1[N:25]=[CH:24][N:23]=[C:22]([CH:20]([CH3:21])[CH2:19][C:18]2[C:9]([NH2:8])=[N:10][C:11]3[C:16]([CH:17]=2)=[CH:15][C:14]([C:42]2[CH:43]=[CH:44][CH:45]=[CH:46][C:41]=2[CH3:50])=[CH:13][CH:12]=3)[CH:27]=1)[C:29]([CH3:30])([CH3:31])[CH3:32]. Given the reactants COC1C=CC(C[NH:8][C:9]2[C:18](/[CH:19]=[C:20](/[C:22]3[CH:27]=[C:26]([CH2:28][C:29]([CH3:32])([CH3:31])[CH3:30])[N:25]=[CH:24][N:23]=3)\[CH3:21])=[CH:17][C:16]3[C:11](=[CH:12][CH:13]=[C:14](Br)[CH:15]=3)[N:10]=2)=CC=1.C([O-])(=O)C.[K+].[C:41]1([CH3:50])[CH:46]=[CH:45][CH:44]=[CH:43][C:42]=1B(O)O.O, predict the reaction product. (2) The product is: [NH2:1][C:2]1[N:7]=[C:6]([C:8]2[C:9]([C:22]3[CH:23]=[C:24]([NH:28][S:29]([C:32]4[CH:37]=[C:36]([F:38])[CH:35]=[CH:34][C:33]=4[F:39])(=[O:30])=[O:31])[CH:25]=[CH:26][CH:27]=3)=[N:10][NH:11][CH:12]=2)[CH:5]=[CH:4][N:3]=1. Given the reactants [NH2:1][C:2]1[N:7]=[C:6]([C:8]2[C:9]([C:22]3[CH:23]=[C:24]([NH:28][S:29]([C:32]4[CH:37]=[C:36]([F:38])[CH:35]=[CH:34][C:33]=4[F:39])(=[O:31])=[O:30])[CH:25]=[CH:26][CH:27]=3)=[N:10][N:11](CC3C=CC(OC)=CC=3)[CH:12]=2)[CH:5]=[CH:4][N:3]=1.C(OCC)C, predict the reaction product. (3) Given the reactants S(S([O-])=O)([O-])=O.[Na+].[Na+].[F:9][C:10]1[CH:11]=[CH:12][C:13]([N+:28]([O-])=O)=[C:14]([CH:27]=1)[NH:15][C:16]1[S:20][C:19]2[CH:21]=[CH:22][CH:23]=[CH:24][C:18]=2[C:17]=1[C:25]#[N:26].O, predict the reaction product. The product is: [NH2:28][C:13]1[CH:12]=[CH:11][C:10]([F:9])=[CH:27][C:14]=1[NH:15][C:16]1[S:20][C:19]2[CH:21]=[CH:22][CH:23]=[CH:24][C:18]=2[C:17]=1[C:25]#[N:26]. (4) The product is: [Cl:1][C:2]1[CH:26]=[C:25]([Cl:27])[CH:24]=[CH:23][C:3]=1[CH2:4][O:5][C:6]1[CH:11]=[C:10]([O:12][CH:13]([CH3:14])[CH3:15])[CH:9]=[CH:8][C:7]=1[CH2:16][CH2:17][CH2:18][OH:19]. Given the reactants [Cl:1][C:2]1[CH:26]=[C:25]([Cl:27])[CH:24]=[CH:23][C:3]=1[CH2:4][O:5][C:6]1[CH:11]=[C:10]([O:12][CH:13]([CH3:15])[CH3:14])[CH:9]=[CH:8][C:7]=1[CH2:16][CH2:17][C:18](OCC)=[O:19].[H-].[Al+3].[Li+].[H-].[H-].[H-].O.O.O.O.O.O.O.O.O.O.S([O-])([O-])(=O)=O.[Na+].[Na+], predict the reaction product. (5) Given the reactants [C:1]([O:5][C:6]([NH:8][CH:9]1[CH:13]([F:14])[CH2:12][N:11]([C:15]([O:17][CH2:18][C:19]2[CH:24]=[CH:23][CH:22]=[CH:21][CH:20]=2)=[O:16])[CH2:10]1)=[O:7])([CH3:4])([CH3:3])[CH3:2].[H-].[Na+].I[CH3:28].[Cl-].[NH4+], predict the reaction product. The product is: [C:1]([O:5][C:6]([N:8]([CH:9]1[CH:13]([F:14])[CH2:12][N:11]([C:15]([O:17][CH2:18][C:19]2[CH:24]=[CH:23][CH:22]=[CH:21][CH:20]=2)=[O:16])[CH2:10]1)[CH3:28])=[O:7])([CH3:4])([CH3:2])[CH3:3]. (6) Given the reactants [CH:1]([C:3]1[CH:4]=[C:5]([CH:10]=[CH:11][CH:12]=1)[C:6]([O:8][CH3:9])=[O:7])=O.[F:13][C:14]1[CH:20]=[CH:19][CH:18]=[CH:17][C:15]=1[NH2:16].C(O)(=O)C.C(O[BH-](OC(=O)C)OC(=O)C)(=O)C.[Na+], predict the reaction product. The product is: [F:13][C:14]1[CH:20]=[CH:19][CH:18]=[CH:17][C:15]=1[NH:16][CH2:1][C:3]1[CH:4]=[C:5]([CH:10]=[CH:11][CH:12]=1)[C:6]([O:8][CH3:9])=[O:7]. (7) Given the reactants C[O:2][C:3](=[O:20])[CH:4]([Cl:19])[C:5](=[O:18])[CH2:6][C:7]([CH:13]1[CH2:17][CH2:16][CH2:15][CH2:14]1)(O)[CH2:8][CH2:9][C:10]#[CH:11].C([O-])([O-])=O.[K+].[K+], predict the reaction product. The product is: [CH2:8]([C:7]1([CH:13]2[CH2:14][CH2:15][CH2:16][CH2:17]2)[O:20][C:3](=[O:2])[CH:4]([Cl:19])[C:5](=[O:18])[CH2:6]1)[CH2:9][C:10]#[CH:11]. (8) Given the reactants [NH:1]1[CH2:6][CH2:5][O:4][CH2:3][CH2:2]1.CC(C1C=C(C(C)C)C(C2C=CC=CC=2P(C2CCCCC2)C2CCCCC2)=C(C(C)C)C=1)C.CC([O-])(C)C.[Na+].Br[C:48]1[CH:49]=[C:50]2[C:59](=[C:60]3[C:65]=1[CH:64]=[CH:63][CH:62]=[N:61]3)[NH:58][S:57](=[O:67])(=[O:66])[C:56]1[C:51]2=[CH:52][CH:53]=[CH:54][CH:55]=1, predict the reaction product. The product is: [N:1]1([C:48]2[CH:49]=[C:50]3[C:59](=[C:60]4[C:65]=2[CH:64]=[CH:63][CH:62]=[N:61]4)[NH:58][S:57](=[O:67])(=[O:66])[C:56]2[C:51]3=[CH:52][CH:53]=[CH:54][CH:55]=2)[CH2:6][CH2:5][O:4][CH2:3][CH2:2]1.